This data is from Full USPTO retrosynthesis dataset with 1.9M reactions from patents (1976-2016). The task is: Predict the reactants needed to synthesize the given product. Given the product [NH2:31][C@H:27]1[CH2:28][CH2:29][CH2:30][N:25]([C:2]2[CH:11]=[CH:10][C:9]3[C:8]([C:12]([NH:14][CH2:15][CH:16]4[CH2:21][CH2:20][CH2:19][CH2:18][CH2:17]4)=[O:13])=[C:7]([Cl:22])[CH:6]=[CH:5][C:4]=3[N:3]=2)[CH2:26]1, predict the reactants needed to synthesize it. The reactants are: Cl[C:2]1[CH:11]=[CH:10][C:9]2[C:8]([C:12]([NH:14][CH2:15][CH:16]3[CH2:21][CH2:20][CH2:19][CH2:18][CH2:17]3)=[O:13])=[C:7]([Cl:22])[CH:6]=[CH:5][C:4]=2[N:3]=1.Cl.Cl.[NH:25]1[CH2:30][CH2:29][CH2:28][C@H:27]([NH2:31])[CH2:26]1.